Dataset: Forward reaction prediction with 1.9M reactions from USPTO patents (1976-2016). Task: Predict the product of the given reaction. Given the reactants Cl.[N:2]1([C:8]2[CH:16]=[CH:15][C:11]([C:12]([OH:14])=[O:13])=[CH:10][CH:9]=2)[CH2:7][CH2:6][NH:5][CH2:4][CH2:3]1.[OH-].[Na+].[C:19](Cl)([O:21][CH2:22][CH:23]1[C:35]2[C:30](=[CH:31][CH:32]=[CH:33][CH:34]=2)[C:29]2[C:24]1=[CH:25][CH:26]=[CH:27][CH:28]=2)=[O:20].C(N(C(C)C)CC)(C)C, predict the reaction product. The product is: [C:19]([N:5]1[CH2:4][CH2:3][N:2]([C:8]2[CH:9]=[CH:10][C:11]([C:12]([OH:14])=[O:13])=[CH:15][CH:16]=2)[CH2:7][CH2:6]1)([O:21][CH2:22][CH:23]1[C:24]2[C:29](=[CH:28][CH:27]=[CH:26][CH:25]=2)[C:30]2[C:35]1=[CH:34][CH:33]=[CH:32][CH:31]=2)=[O:20].